From a dataset of Reaction yield outcomes from USPTO patents with 853,638 reactions. Predict the reaction yield, written as a fraction of the theoretical maximum amount of product (1.0 means a 100% yield; for example, 0.34 means a 34% yield). (1) The reactants are [C:1]([C:5]1[CH:12]=[CH:11][C:8]([CH:9]=O)=[CH:7][CH:6]=1)([CH3:4])([CH3:3])[CH3:2].[N:13]1[CH:18]=[CH:17][CH:16]=[C:15]([CH2:19][CH2:20][NH2:21])[CH:14]=1.[BH4-].[Na+].[NH:24]1[C:32]2[C:27](=[CH:28][CH:29]=[CH:30][C:31]=2[C:33](O)=[O:34])[CH:26]=[CH:25]1.CCN=C=NCCCN(C)C.Cl. The catalyst is CO. The product is [C:1]([C:5]1[CH:12]=[CH:11][C:8]([CH2:9][N:21]([CH2:20][CH2:19][C:15]2[CH:14]=[N:13][CH:18]=[CH:17][CH:16]=2)[C:33]([C:31]2[CH:30]=[CH:29][CH:28]=[C:27]3[C:32]=2[NH:24][CH:25]=[CH:26]3)=[O:34])=[CH:7][CH:6]=1)([CH3:4])([CH3:3])[CH3:2]. The yield is 0.340. (2) The reactants are [Cl:1][C:2]1[CH:3]=[CH:4][C:5]([CH3:11])=[C:6]([CH:10]=1)C(O)=O.C(Cl)(=O)C(Cl)=[O:14].Cl.CNC.[CH3:22][N:23]([CH3:25])[CH3:24]. The catalyst is CN(C)C=O.ClCCl. The product is [Cl:1][C:2]1[CH:3]=[CH:4][C:5]([CH3:11])=[CH:6][C:10]=1[C:22]([N:23]([CH3:25])[CH3:24])=[O:14]. The yield is 1.00. (3) The reactants are O1CCOC1CC=C1C[N:10]([C:12]([O:14][CH2:15][C:16]2[CH:21]=[CH:20][CH:19]=[CH:18][CH:17]=2)=[O:13])[CH2:9]1.C[N+]1([O-])CC[O:26]CC1.[C:30]([O:33][CH2:34][CH3:35])(=[O:32])[CH3:31].[CH3:36][C:37]([CH3:39])=[O:38].O. The catalyst is [Os](=O)(=O)(=O)=O. The product is [O:33]1[CH2:34][CH2:35][O:32][CH:30]1[CH2:31][CH:36]([C:37]1([OH:38])[CH2:9][N:10]([C:12]([O:14][CH2:15][C:16]2[CH:21]=[CH:20][CH:19]=[CH:18][CH:17]=2)=[O:13])[CH2:39]1)[OH:26]. The yield is 0.990. (4) The reactants are C1(P(C2C=CC=CC=2)C2C=CC=CC=2)C=CC=CC=1.Br[C:21]1[CH:22]=[C:23]([CH:28]=[C:29]([O:31][C:32]2[CH:33]=[N:34][CH:35]=[N:36][CH:37]=2)[CH:30]=1)[C:24]([O:26][CH3:27])=[O:25].[CH3:38][N:39](C=O)C. The catalyst is C([O-])(=O)C.[Pd+2].C([O-])(=O)C.[C-]#N.[Zn+2].[C-]#N. The product is [C:38]([C:21]1[CH:22]=[C:23]([CH:28]=[C:29]([O:31][C:32]2[CH:33]=[N:34][CH:35]=[N:36][CH:37]=2)[CH:30]=1)[C:24]([O:26][CH3:27])=[O:25])#[N:39]. The yield is 0.320. (5) The reactants are N[C@H:2]1[CH2:7][CH2:6][C@H:5]([NH:8][C:9](=[O:15])[O:10][C:11]([CH3:14])([CH3:13])[CH3:12])[CH2:4][CH2:3]1.C=O.[C:18]([BH3-])#[N:19].[Na+].[C:22](O)(=O)C. The catalyst is CO.O.C(Cl)Cl. The product is [CH3:22][N:19]([CH3:18])[C@H:2]1[CH2:7][CH2:6][C@H:5]([NH:8][C:9](=[O:15])[O:10][C:11]([CH3:14])([CH3:13])[CH3:12])[CH2:4][CH2:3]1. The yield is 0.950. (6) The reactants are [NH2:1][CH2:2][CH2:3][CH:4]1[CH2:9][CH2:8][NH:7][CH2:6][CH2:5]1.[C:10](O[C:10]([O:12][C:13]([CH3:16])([CH3:15])[CH3:14])=[O:11])([O:12][C:13]([CH3:16])([CH3:15])[CH3:14])=[O:11]. The catalyst is C1COCC1. The product is [C:13]([O:12][C:10](=[O:11])[NH:1][CH2:2][CH2:3][C:4]1[CH:9]=[CH:8][N:7]=[CH:6][CH:5]=1)([CH3:16])([CH3:15])[CH3:14]. The yield is 0.990. (7) The reactants are [N+:1]([C:4]1[CH:9]=[CH:8][C:7]([CH:10]2[CH2:15][C:14](=[O:16])[O:13][C:12](=O)[CH2:11]2)=[CH:6][CH:5]=1)([O-:3])=[O:2].[CH3:18][NH2:19]. The product is [CH3:18][N:19]1[C:14](=[O:16])[CH2:15][CH:10]([C:7]2[CH:8]=[CH:9][C:4]([N+:1]([O-:3])=[O:2])=[CH:5][CH:6]=2)[CH2:11][C:12]1=[O:13]. The catalyst is C1COCC1. The yield is 0.830.